From a dataset of Full USPTO retrosynthesis dataset with 1.9M reactions from patents (1976-2016). Predict the reactants needed to synthesize the given product. (1) Given the product [CH3:48][O:47][C:45]([CH:44]1[CH2:7][CH:43]1[C:38]1[C:37]2[C:41](=[C:33]([C:30]3[N:29]=[C:28]([C:20]4[CH:21]=[CH:22][C:23]([O:24][CH:25]([CH3:26])[CH3:27])=[C:18]([Cl:17])[CH:19]=4)[O:32][N:31]=3)[CH:34]=[CH:35][CH:36]=2)[N:40]([CH3:42])[CH:39]=1)=[O:46], predict the reactants needed to synthesize it. The reactants are: [I-].C[S+](C)(C)=O.[CH3:7][Si]([N-][Si](C)(C)C)(C)C.[Na+].[Cl:17][C:18]1[CH:19]=[C:20]([C:28]2[O:32][N:31]=[C:30]([C:33]3[CH:34]=[CH:35][CH:36]=[C:37]4[C:41]=3[N:40]([CH3:42])[CH:39]=[C:38]4/[CH:43]=[CH:44]\[C:45]([O:47][CH3:48])=[O:46])[N:29]=2)[CH:21]=[CH:22][C:23]=1[O:24][CH:25]([CH3:27])[CH3:26]. (2) Given the product [ClH:1].[NH:6]1[CH2:7][CH2:8][CH:9]([O:12][CH:13]2[CH2:18][CH2:17][N:16]([C:19]3[N:24]=[CH:23][C:22]([C:25]#[N:26])=[CH:21][CH:20]=3)[CH2:15][CH2:14]2)[CH2:10][CH2:11]1, predict the reactants needed to synthesize it. The reactants are: [ClH:1].C1([N:6]2[CH2:11][CH2:10][CH:9]([O:12][CH:13]3[CH2:18][CH2:17][N:16]([C:19]4[N:24]=[CH:23][C:22]([C:25]#[N:26])=[CH:21][CH:20]=4)[CH2:15][CH2:14]3)[CH2:8][CH2:7]2)CCC1.Cl.